This data is from Forward reaction prediction with 1.9M reactions from USPTO patents (1976-2016). The task is: Predict the product of the given reaction. (1) Given the reactants [C:1]1([SH:8])[CH:6]=[CH:5][CH:4]=[C:3]([SH:7])[CH:2]=1.[CH3:9]C1CCCO1.COS(OC)(=O)=O.[OH-].[Na+], predict the reaction product. The product is: [CH3:9][S:7][C:3]1[CH:2]=[C:1]([SH:8])[CH:6]=[CH:5][CH:4]=1. (2) Given the reactants [NH:1]1[CH2:6][CH2:5][O:4][CH2:3][CH2:2]1.C(N(CC)CC)C.[C:14]([O:17][C@H:18]1[CH2:35][CH2:34][C@@:33]2([CH3:36])[C@@H:20]([CH2:21][CH2:22][C@:23]3([CH3:48])[C@@H:32]2[CH2:31][CH2:30][C@H:29]2[C@@:24]3([CH3:47])[CH2:25][CH2:26][C@@:27]3([C:44](Cl)=[O:45])[CH2:39][CH2:38][C@@H:37]([C:40]4([CH3:43])[CH2:42][CH2:41]4)[C@@H:28]32)[C:19]1([CH3:50])[CH3:49])(=[O:16])[CH3:15], predict the reaction product. The product is: [C:14]([O:17][C@H:18]1[CH2:35][CH2:34][C@@:33]2([CH3:36])[C@@H:20]([CH2:21][CH2:22][C@:23]3([CH3:48])[C@@H:32]2[CH2:31][CH2:30][C@H:29]2[C@@:24]3([CH3:47])[CH2:25][CH2:26][C@@:27]3([C:44]([N:1]4[CH2:6][CH2:5][O:4][CH2:3][CH2:2]4)=[O:45])[CH2:39][CH2:38][C@@H:37]([C:40]4([CH3:43])[CH2:41][CH2:42]4)[C@@H:28]32)[C:19]1([CH3:50])[CH3:49])(=[O:16])[CH3:15]. (3) Given the reactants [CH3:1][C:2]1[C:10]2[C:5](=[CH:6][CH:7]=[C:8]([CH:11]=O)[CH:9]=2)[NH:4][N:3]=1.[NH2:13][C:14]([C:18]([F:21])([F:20])[F:19])=[CH:15][C:16]#[N:17], predict the reaction product. The product is: [CH3:1][C:2]1[C:10]2[C:5](=[CH:6][CH:7]=[C:8]([CH:11]3[C:15]([C:16]#[N:17])=[C:14]([C:18]([F:21])([F:20])[F:19])[NH:13][C:14]([C:18]([F:21])([F:20])[F:19])=[C:15]3[C:16]#[N:17])[CH:9]=2)[NH:4][N:3]=1. (4) Given the reactants [F:1][C:2]1[C:15]([CH2:16][C:17]2[CH:22]=[CH:21][C:20]([F:23])=[CH:19][CH:18]=2)=[CH:14][CH:13]=[C:12]([O:24][CH3:25])[C:3]=1[O:4][C:5]1[CH:6]=[C:7](N)[CH:8]=[CH:9][CH:10]=1.N([O-])=O.[Na+].[ClH:30], predict the reaction product. The product is: [Cl:30][C:7]1[CH:6]=[C:5]([CH:10]=[CH:9][CH:8]=1)[O:4][C:3]1[C:2]([F:1])=[C:15]([CH2:16][C:17]2[CH:22]=[CH:21][C:20]([F:23])=[CH:19][CH:18]=2)[CH:14]=[CH:13][C:12]=1[O:24][CH3:25]. (5) Given the reactants [Li+].[BH4-].C([O:5][C:6]([C:8]1[CH:30]=[C:11]2[C:12]([C:16](=[O:29])[NH:17][CH2:18][C:19]34[CH2:28][CH:23]5[CH2:24][CH:25]([CH2:27][CH:21]([CH2:22]5)[CH2:20]3)[CH2:26]4)=[CH:13][CH:14]=[CH:15][N:10]2[N:9]=1)=O)C, predict the reaction product. The product is: [C:19]12([CH2:18][NH:17][C:16]([C:12]3[C:11]4[N:10]([N:9]=[C:8]([CH2:6][OH:5])[CH:30]=4)[CH:15]=[CH:14][CH:13]=3)=[O:29])[CH2:26][CH:25]3[CH2:27][CH:21]([CH2:22][CH:23]([CH2:24]3)[CH2:28]1)[CH2:20]2. (6) Given the reactants Cl[C:2]1[CH:11]=[CH:10][N:9]=[C:8]2[C:3]=1[CH:4]=[CH:5][C:6]([CH3:12])=[N:7]2.[Cl:13][C:14]1[CH:15]=[CH:16][C:17]([N+:31]([O-])=O)=[C:18]([S:20][C:21]2[CH:26]=[CH:25][C:24]([NH:27][C:28](=[O:30])[CH3:29])=[CH:23][CH:22]=2)[CH:19]=1, predict the reaction product. The product is: [Cl:13][C:14]1[CH:15]=[CH:16][C:17]([NH:31][C:2]2[C:3]3[C:8](=[N:7][C:6]([CH3:12])=[CH:5][CH:4]=3)[N:9]=[CH:10][CH:11]=2)=[C:18]([S:20][C:21]2[CH:22]=[CH:23][C:24]([NH:27][C:28](=[O:30])[CH3:29])=[CH:25][CH:26]=2)[CH:19]=1.